Dataset: Full USPTO retrosynthesis dataset with 1.9M reactions from patents (1976-2016). Task: Predict the reactants needed to synthesize the given product. (1) Given the product [F:1][C:2]([F:9])([F:8])[CH2:3][CH2:4][C:5]([N:47]1[CH2:46][CH2:45][N:44]2[CH2:49][C@@H:41]([NH:40][C:37]3[CH:36]=[CH:35][C:34]([C:33]([F:51])([F:32])[F:50])=[CH:39][N:38]=3)[CH2:42][C@H:43]2[CH2:48]1)=[O:6], predict the reactants needed to synthesize it. The reactants are: [F:1][C:2]([F:9])([F:8])[CH2:3][CH2:4][C:5](O)=[O:6].O.OC1C2N=NNC=2C=CC=1.C(N=C=NCCCN(C)C)C.[F:32][C:33]([F:51])([F:50])[C:34]1[CH:35]=[CH:36][C:37]([NH:40][C@@H:41]2[CH2:49][N:44]3[CH2:45][CH2:46][NH:47][CH2:48][C@@H:43]3[CH2:42]2)=[N:38][CH:39]=1. (2) The reactants are: C(NC(C)C)(C)C.[CH3:8][O:9][CH2:10][O:11][C:12]1[CH:17]=[C:16]([O:18][CH2:19][O:20][CH3:21])[CH:15]=[CH:14][C:13]=1[C:22]1[C:23](=[O:37])[O:24][C:25]2[C:30]([C:31]=1[CH3:32])=[CH:29][CH:28]=[C:27]([O:33][CH2:34][O:35][CH3:36])[CH:26]=2.[CH:38](OC1C=CC=CC=1)=[O:39]. Given the product [CH3:8][O:9][CH2:10][O:11][C:12]1[CH:17]=[C:16]([O:18][CH2:19][O:20][CH3:21])[CH:15]=[CH:14][C:13]=1[C:22]1[C:23](=[O:37])[O:24][C:25]2[C:30]([C:31]=1[CH2:32][CH:38]=[O:39])=[CH:29][CH:28]=[C:27]([O:33][CH2:34][O:35][CH3:36])[CH:26]=2, predict the reactants needed to synthesize it. (3) The reactants are: OO.[CH3:3][C:4]1[CH:9]=[C:8](B2OC(C)(C)C(C)(C)O2)[CH:7]=[C:6]([CH3:19])[C:5]=1[C:20]1[C:24](=[O:25])[CH2:23][CH:22]([CH2:26][CH2:27][NH:28][C:29]([C:31]2[CH:36]=[CH:35][CH:34]=[CH:33][N:32]=2)=[O:30])[C:21]=1[O:37][CH3:38].S(S([O-])=O)([O-])(=O)=[O:40].[Na+].[Na+]. Given the product [OH:40][C:8]1[CH:9]=[C:4]([CH3:3])[C:5]([C:20]2[C:24](=[O:25])[CH2:23][CH:22]([CH2:26][CH2:27][NH:28][C:29]([C:31]3[CH:36]=[CH:35][CH:34]=[CH:33][N:32]=3)=[O:30])[C:21]=2[O:37][CH3:38])=[C:6]([CH3:19])[CH:7]=1, predict the reactants needed to synthesize it. (4) The reactants are: C[O:2][C:3](=[O:35])[CH2:4][CH2:5][C:6]1[CH:11]=[CH:10][C:9]([O:12][CH:13]([C:15]2[O:19][C:18]([C:20]3[CH:25]=[CH:24][C:23]([O:26][C:27]([F:30])([F:29])[F:28])=[CH:22][CH:21]=3)=[N:17][C:16]=2[CH:31]([CH3:33])[CH3:32])[CH3:14])=[CH:8][C:7]=1[CH3:34].[OH-].[Na+].Cl. Given the product [CH:31]([C:16]1[N:17]=[C:18]([C:20]2[CH:21]=[CH:22][C:23]([O:26][C:27]([F:29])([F:30])[F:28])=[CH:24][CH:25]=2)[O:19][C:15]=1[CH:13]([O:12][C:9]1[CH:10]=[CH:11][C:6]([CH2:5][CH2:4][C:3]([OH:35])=[O:2])=[C:7]([CH3:34])[CH:8]=1)[CH3:14])([CH3:32])[CH3:33], predict the reactants needed to synthesize it.